Dataset: Full USPTO retrosynthesis dataset with 1.9M reactions from patents (1976-2016). Task: Predict the reactants needed to synthesize the given product. (1) The reactants are: C([O:4][CH2:5][C:6]1[CH:11]=[C:10]([C:12](=[O:29])[NH:13][CH:14]([C:16]2[CH:17]=[N:18][C:19]([O:23][CH2:24][C:25]([F:28])([F:27])[F:26])=[C:20]([CH3:22])[CH:21]=2)[CH3:15])[CH:9]=[C:8]([Cl:30])[N:7]=1)(=O)C.[OH-].[Na+].Cl. Given the product [Cl:30][C:8]1[CH:9]=[C:10]([CH:11]=[C:6]([CH2:5][OH:4])[N:7]=1)[C:12]([NH:13][CH:14]([C:16]1[CH:17]=[N:18][C:19]([O:23][CH2:24][C:25]([F:27])([F:28])[F:26])=[C:20]([CH3:22])[CH:21]=1)[CH3:15])=[O:29], predict the reactants needed to synthesize it. (2) The reactants are: [O:1]1[C:5]2([CH2:10][CH2:9][C:8](=[O:11])[CH2:7][CH2:6]2)[O:4][CH2:3][CH2:2]1.[CH3:12][Mg]Br. Given the product [CH3:12][C:8]1([OH:11])[CH2:7][CH2:6][C:5]2([O:4][CH2:3][CH2:2][O:1]2)[CH2:10][CH2:9]1, predict the reactants needed to synthesize it. (3) Given the product [CH:13]1[C:14]2[C:19](=[CH:18][CH:17]=[CH:16][CH:15]=2)[CH:20]=[CH:21][C:12]=1[S:9]([NH:8][CH2:7][C:6]([NH:5][CH2:4][CH2:3][NH:2][C:23]([N:44]1[CH2:43][CH2:42][N:41]([C:38]2[CH:39]=[CH:40][N:35]=[CH:36][CH:37]=2)[CH2:46][CH2:45]1)=[O:24])=[O:22])(=[O:11])=[O:10], predict the reactants needed to synthesize it. The reactants are: Cl.[NH2:2][CH2:3][CH2:4][NH:5][C:6](=[O:22])[CH2:7][NH:8][S:9]([C:12]1[CH:21]=[CH:20][C:19]2[C:14](=[CH:15][CH:16]=[CH:17][CH:18]=2)[CH:13]=1)(=[O:11])=[O:10].[C:23](N1C=CN=C1)(N1C=CN=C1)=[O:24].[N:35]1[CH:40]=[CH:39][C:38]([N:41]2[CH2:46][CH2:45][NH:44][CH2:43][CH2:42]2)=[CH:37][CH:36]=1. (4) Given the product [Cl:8][C:4]1[N:3]=[C:2]([NH:26][CH:24]([C:21]2[CH:22]=[CH:23][C:18]([F:17])=[CH:19][CH:20]=2)[CH3:25])[CH:7]=[N:6][CH:5]=1, predict the reactants needed to synthesize it. The reactants are: Cl[C:2]1[CH:7]=[N:6][CH:5]=[C:4]([Cl:8])[N:3]=1.C(N(C(C)C)C)(C)C.[F:17][C:18]1[CH:23]=[CH:22][C:21]([CH:24]([NH2:26])[CH3:25])=[CH:20][CH:19]=1.O.